Dataset: Full USPTO retrosynthesis dataset with 1.9M reactions from patents (1976-2016). Task: Predict the reactants needed to synthesize the given product. (1) The reactants are: [O:1]=[C:2]1[C:11]2[C:10]([C:12]([F:15])([F:14])[F:13])=[CH:9][CH:8]=[CH:7][C:6]=2[C@H]2CN(C(OC(C)(C)C)=O)[CH2:18][C@H:4]2[NH:3]1.Cl.O1CCO[CH2:29][CH2:28]1. Given the product [CH2:28]([N:3]([CH2:4][CH3:18])[C:2](=[O:1])[C:11]1[CH:6]=[CH:7][CH:8]=[CH:9][C:10]=1[C:12]([F:13])([F:14])[F:15])[CH3:29], predict the reactants needed to synthesize it. (2) Given the product [C:2]1([N:23]2[C:24]3[CH:12]=[CH:13][CH:14]=[CH:15][C:16]=3[C:17]3[C:22]2=[CH:21][CH:20]=[CH:19][CH:18]=3)[C:11]2[C:6](=[CH:7][CH:8]=[CH:9][CH:10]=2)[CH:5]=[CH:4][CH:3]=1, predict the reactants needed to synthesize it. The reactants are: Br[C:2]1[C:11]2[C:6](=[CH:7][CH:8]=[CH:9][CH:10]=2)[CH:5]=[CH:4][CH:3]=1.[CH:12]1[C:24]2[NH:23][C:22]3[C:17](=[CH:18][CH:19]=[CH:20][CH:21]=3)[C:16]=2[CH:15]=[CH:14][CH:13]=1.C(=O)([O-])[O-].[K+].[K+].C1OCCOCCOCCOCCOCCOC1.Cl. (3) Given the product [F:22][CH:23]([F:33])[O:24][C:25]1[CH:32]=[CH:31][C:28]([CH:29]=[CH2:2])=[CH:27][CH:26]=1, predict the reactants needed to synthesize it. The reactants are: [I-].[CH3:2][P+](C1C=CC=CC=1)(C1C=CC=CC=1)C1C=CC=CC=1.[F:22][CH:23]([F:33])[O:24][C:25]1[CH:32]=[CH:31][C:28]([CH:29]=O)=[CH:27][CH:26]=1. (4) Given the product [CH2:31]([O:33][C:34]1[CH:35]=[C:36]([C:37]2[N:40]=[C:1]([C:2]3[CH:3]=[CH:4][N:5]=[CH:6][CH:7]=3)[O:9][N:38]=2)[CH:42]=[CH:43][C:44]=1[O:45][CH2:46][CH3:47])[CH3:32], predict the reactants needed to synthesize it. The reactants are: [C:1]([OH:9])(=O)[C:2]1[CH:7]=[CH:6][N:5]=[CH:4][CH:3]=1.C1C=CC2N(O)N=NC=2C=1.CCN=C=NCCCN(C)C.[CH2:31]([O:33][C:34]1[CH:35]=[C:36]([CH:42]=[CH:43][C:44]=1[O:45][CH2:46][CH3:47])/[C:37](=[N:40]/[H])/[NH:38]O)[CH3:32].C([O-])(O)=O.[Na+]. (5) Given the product [CH2:6]([O:8][C:9]([C:11]1[C:21]2[CH2:22][CH2:23][CH:24]([C:25]3[CH:26]=[CH:27][CH:28]=[CH:29][CH:30]=3)[O:32][C:20]=2[C:14]2[N:15]=[C:16]([CH3:19])[N:17]([CH3:18])[C:13]=2[CH:12]=1)=[O:10])[CH3:7], predict the reactants needed to synthesize it. The reactants are: P(=O)(O)(O)O.[CH2:6]([O:8][C:9]([C:11]1[C:21]([CH2:22][CH2:23][CH:24](O)[C:25]2[CH:30]=[CH:29][CH:28]=[CH:27][CH:26]=2)=[C:20]([OH:32])[C:14]2[N:15]=[C:16]([CH3:19])[N:17]([CH3:18])[C:13]=2[CH:12]=1)=[O:10])[CH3:7].[OH-].[Na+]. (6) Given the product [Cl:30][C:27]1[CH:26]=[N:25][C:24]([N:2]2[CH2:7][CH2:6][CH:5]([CH2:8][CH2:9][CH2:10][OH:11])[CH2:4][CH2:3]2)=[N:29][CH:28]=1, predict the reactants needed to synthesize it. The reactants are: Cl.[NH:2]1[CH2:7][CH2:6][CH:5]([CH2:8][CH2:9][CH2:10][OH:11])[CH2:4][CH2:3]1.C1CCN2C(=NCCC2)CC1.Cl[C:24]1[N:29]=[CH:28][C:27]([Cl:30])=[CH:26][N:25]=1.O. (7) Given the product [Br:1][C:2]1[CH:11]=[CH:10][C:5]([C:6]([OH:8])=[O:7])=[CH:4][C:3]=1[O:12][CH2:13][C:14]([F:15])([F:17])[F:16], predict the reactants needed to synthesize it. The reactants are: [Br:1][C:2]1[CH:11]=[CH:10][C:5]([C:6]([O:8]C)=[O:7])=[CH:4][C:3]=1[O:12][CH2:13][C:14]([F:17])([F:16])[F:15].[OH-].[Li+].Cl.